Dataset: Catalyst prediction with 721,799 reactions and 888 catalyst types from USPTO. Task: Predict which catalyst facilitates the given reaction. Reactant: [CH3:1][C:2]1[N:3]([C@H:8]2[CH2:12][C@@:11]([CH:17]([CH3:19])[CH3:18])([C:13]([O:15]C)=[O:14])[CH:10]=[CH:9]2)[C:4]([CH3:7])=[CH:5][CH:6]=1.[OH-].[Na+]. Product: [CH3:7][C:4]1[N:3]([C@H:8]2[CH2:12][C@@:11]([CH:17]([CH3:19])[CH3:18])([C:13]([OH:15])=[O:14])[CH:10]=[CH:9]2)[C:2]([CH3:1])=[CH:6][CH:5]=1. The catalyst class is: 5.